This data is from Full USPTO retrosynthesis dataset with 1.9M reactions from patents (1976-2016). The task is: Predict the reactants needed to synthesize the given product. (1) The reactants are: [Cl:1][C:2]1[CH:18]=[CH:17][C:5]2[CH2:6][CH2:7][N:8]([C:11](=[O:16])[C:12]([F:15])([F:14])[F:13])[CH2:9][CH2:10][C:4]=2[C:3]=1OS(C(F)(F)F)(=O)=O.[CH3:27][C:28]([CH3:46])([CH3:45])[CH2:29][C:30]([C:32]1[S:36][C:35]([C:37]2[CH:44]=[CH:43][C:40]([CH2:41][NH2:42])=[CH:39][CH:38]=2)=[CH:34][CH:33]=1)=[O:31].C1C=CC(P(C2C(C3C(P(C4C=CC=CC=4)C4C=CC=CC=4)=CC=C4C=3C=CC=C4)=C3C(C=CC=C3)=CC=2)C2C=CC=CC=2)=CC=1.C(=O)([O-])[O-].[Cs+].[Cs+]. Given the product [Cl:1][C:2]1[CH:18]=[CH:17][C:5]2[CH2:6][CH2:7][N:8]([C:11](=[O:16])[C:12]([F:13])([F:15])[F:14])[CH2:9][CH2:10][C:4]=2[C:3]=1[NH:42][CH2:41][C:40]1[CH:39]=[CH:38][C:37]([C:35]2[S:36][C:32]([C:30](=[O:31])[CH2:29][C:28]([CH3:46])([CH3:45])[CH3:27])=[CH:33][CH:34]=2)=[CH:44][CH:43]=1, predict the reactants needed to synthesize it. (2) The reactants are: Br[C:2]1[CH:7]=[CH:6][C:5]([OH:8])=[C:4]([F:9])[CH:3]=1.[NH:10]1[CH:14]=[CH:13][N:12]=[CH:11]1.P([O-])([O-])([O-])=O.[K+].[K+].[K+].CNCCNC.Cl. Given the product [F:9][C:4]1[CH:3]=[C:2]([N:10]2[CH:14]=[CH:13][N:12]=[CH:11]2)[CH:7]=[CH:6][C:5]=1[OH:8], predict the reactants needed to synthesize it.